Dataset: Reaction yield outcomes from USPTO patents with 853,638 reactions. Task: Predict the reaction yield, written as a fraction of the theoretical maximum amount of product (1.0 means a 100% yield; for example, 0.34 means a 34% yield). (1) The reactants are [NH2:1][CH2:2][CH:3]1[CH2:8][CH2:7][CH:6]([NH:9][C:10]2[S:11][CH:12]=[C:13]([C:15]3[CH:20]=[CH:19][CH:18]=[CH:17][C:16]=3[O:21][CH3:22])[N:14]=2)[CH2:5][CH2:4]1.I[CH:24]([CH3:26])[CH3:25].C(=O)([O-])[O-].[K+].[K+].O. The catalyst is CN(C=O)C. The product is [CH:24]([NH:1][CH2:2][CH:3]1[CH2:8][CH2:7][CH:6]([NH:9][C:10]2[S:11][CH:12]=[C:13]([C:15]3[CH:20]=[CH:19][CH:18]=[CH:17][C:16]=3[O:21][CH3:22])[N:14]=2)[CH2:5][CH2:4]1)([CH3:26])[CH3:25]. The yield is 0.530. (2) The reactants are [CH3:1][N:2]1[C@@H:19]2[CH2:20][C:7]3[CH:8]=[CH:9][C:10]([O:21][CH3:22])=[C:11]4[O:12][C@H:13]5[C:14]([CH2:16][CH2:17][C@@H:18]2[C@:5]5([C:6]=34)[CH2:4][CH2:3]1)=[O:15].[Li]N([Si](C)(C)C)[Si](C)(C)C.[O:33]1CCCC1. No catalyst specified. The product is [C:11]([O-:33])(=[O:12])[C:6]1[CH:7]=[CH:20][CH:19]=[CH:18][CH:5]=1.[CH3:1][N:2]1[C@@H:19]2[CH2:20][C:7]3[CH:8]=[CH:9][C:10]([O:21][CH3:22])=[C:11]4[O:12][C@H:13]5[C:14]([CH2:16][CH2:17][C@@H:18]2[C@:5]5([C:6]=34)[CH2:4][CH2:3]1)=[O:15]. The yield is 0.420. (3) The reactants are [Cl:1][C:2]1[CH:8]=[C:7]([Cl:9])[CH:6]=[CH:5][C:3]=1[NH2:4].I[CH2:11][C:12](=[O:14])[CH3:13].C(=O)([O-])[O-].[K+].[K+].O. The catalyst is CN(C=O)C. The product is [Cl:1][C:2]1[CH:8]=[C:7]([Cl:9])[CH:6]=[CH:5][C:3]=1[NH:4][CH2:11][C:12](=[O:14])[CH3:13]. The yield is 0.500. (4) The reactants are [NH2:1][C:2]1[N:6]([CH2:7][CH2:8][OH:9])[N:5]=[CH:4][CH:3]=1.N1C=CN=C1.[C:15]([Si:19](Cl)([C:26]1[CH:31]=[CH:30][CH:29]=[CH:28][CH:27]=1)[C:20]1[CH:25]=[CH:24][CH:23]=[CH:22][CH:21]=1)([CH3:18])([CH3:17])[CH3:16]. The catalyst is CN(C=O)C. The product is [Si:19]([O:9][CH2:8][CH2:7][N:6]1[C:2]([NH2:1])=[CH:3][CH:4]=[N:5]1)([C:15]([CH3:18])([CH3:17])[CH3:16])([C:26]1[CH:27]=[CH:28][CH:29]=[CH:30][CH:31]=1)[C:20]1[CH:25]=[CH:24][CH:23]=[CH:22][CH:21]=1. The yield is 0.964. (5) The reactants are Br[CH2:2][C:3]1[CH:8]=[CH:7][CH:6]=[C:5]([O:9][CH3:10])[CH:4]=1.[O:11]1[CH:15]=[CH:14][CH:13]=[C:12]1[CH2:16][NH:17][S:18]([C:21]1[CH:29]=[CH:28][C:24]([C:25]([OH:27])=[O:26])=[CH:23][CH:22]=1)(=[O:20])=[O:19]. No catalyst specified. The product is [O:11]1[CH:15]=[CH:14][CH:13]=[C:12]1[CH2:16][N:17]([CH2:2][C:3]1[CH:8]=[CH:7][CH:6]=[C:5]([O:9][CH3:10])[CH:4]=1)[S:18]([C:21]1[CH:29]=[CH:28][C:24]([C:25]([OH:27])=[O:26])=[CH:23][CH:22]=1)(=[O:20])=[O:19]. The yield is 0.350.